This data is from Reaction yield outcomes from USPTO patents with 853,638 reactions. The task is: Predict the reaction yield, written as a fraction of the theoretical maximum amount of product (1.0 means a 100% yield; for example, 0.34 means a 34% yield). (1) The reactants are [CH3:1][C:2]1[C:6]2[CH:7]=[CH:8][C:9]([OH:11])=[CH:10][C:5]=2[O:4][N:3]=1.CN(C=O)C.[Si:17](Cl)([C:20]([CH3:23])([CH3:22])[CH3:21])([CH3:19])[CH3:18].N1C=CN=C1. The catalyst is CCOC(C)=O.C1(C)C=CC=CC=1.O. The product is [Si:17]([O:11][C:9]1[CH:8]=[CH:7][C:6]2[C:2]([CH3:1])=[N:3][O:4][C:5]=2[CH:10]=1)([C:20]([CH3:23])([CH3:22])[CH3:21])([CH3:19])[CH3:18]. The yield is 0.970. (2) The reactants are [Cl:1][C:2]1[CH:10]=[C:9]2[C:5]([C:6]([C:11]([O:13]C)=[O:12])=[CH:7][NH:8]2)=[CH:4][C:3]=1[C:15]1[CH:20]=[CH:19][C:18]([O:21][CH3:22])=[CH:17][C:16]=1[F:23].[OH-].[Na+].Cl.C(Cl)Cl. The catalyst is CO.C(OCC)(=O)C. The product is [Cl:1][C:2]1[CH:10]=[C:9]2[C:5]([C:6]([C:11]([OH:13])=[O:12])=[CH:7][NH:8]2)=[CH:4][C:3]=1[C:15]1[CH:20]=[CH:19][C:18]([O:21][CH3:22])=[CH:17][C:16]=1[F:23]. The yield is 0.270. (3) The reactants are [CH3:1][CH:2]([CH3:9])[CH2:3][C:4](=O)[CH2:5][C:6]#[N:7].[C:10]1([CH3:18])[CH:15]=[CH:14][C:13]([CH:16]=O)=[CH:12][CH:11]=1.N1CCCCC1.C(O)(=O)C.[NH2:29]/[C:30](/[CH3:36])=[CH:31]\[C:32]([O:34][CH3:35])=[O:33]. The catalyst is C1(C)C=CC=CC=1. The product is [C:6]([C:5]1[CH:16]([C:13]2[CH:14]=[CH:15][C:10]([CH3:18])=[CH:11][CH:12]=2)[C:31]([C:32]([O:34][CH3:35])=[O:33])=[C:30]([CH3:36])[NH:29][C:4]=1[CH2:3][CH:2]([CH3:9])[CH3:1])#[N:7]. The yield is 0.570. (4) The reactants are C[Si](I)(C)C.[CH3:6][N:7]1[C:13](=[O:14])[CH:12]([NH:15]C(=O)OC)[CH2:11][C:10]2[CH:20]=[CH:21][CH:22]=[CH:23][C:9]=2[CH2:8]1.C(OCC)(=O)C. The catalyst is ClCCl. The product is [NH2:15][CH:12]1[CH2:11][C:10]2[CH:20]=[CH:21][CH:22]=[CH:23][C:9]=2[CH2:8][N:7]([CH3:6])[C:13]1=[O:14]. The yield is 0.570. (5) The reactants are C([O:5][C:6]([C:8]1[NH:9][C:10]([CH3:19])=[C:11]([C:14]([O:16][CH2:17][CH3:18])=[O:15])[C:12]=1[CH3:13])=O)(C)(C)C.C(OCC)(OCC)OCC. The catalyst is FC(F)(F)C(O)=O. The product is [CH3:19][C:10]1[NH:9][C:8]([CH:6]=[O:5])=[C:12]([CH3:13])[C:11]=1[C:14]([O:16][CH2:17][CH3:18])=[O:15]. The yield is 0.640. (6) The catalyst is C1(C)C=CC=CC=1.CCCCCC. The product is [CH3:1][O:2][C:3](=[O:15])[CH2:4][C@H:5]1[C:9]2[CH:10]=[CH:11][C:12]([O:14][CH2:35][C:31]3[CH:30]=[C:29]([C:25]4[C:26]([CH3:28])=[CH:27][C:22]([O:21][CH2:20][CH2:19][S:18][CH2:16][CH3:17])=[CH:23][C:24]=4[CH3:37])[CH:34]=[CH:33][CH:32]=3)=[CH:13][C:8]=2[O:7][CH2:6]1. The yield is 0.600. The reactants are [CH3:1][O:2][C:3](=[O:15])[CH2:4][C@H:5]1[C:9]2[CH:10]=[CH:11][C:12]([OH:14])=[CH:13][C:8]=2[O:7][CH2:6]1.[CH2:16]([S:18][CH2:19][CH2:20][O:21][C:22]1[CH:27]=[C:26]([CH3:28])[C:25]([C:29]2[CH:34]=[CH:33][CH:32]=[C:31]([CH2:35]O)[CH:30]=2)=[C:24]([CH3:37])[CH:23]=1)[CH3:17].C(P(CCCC)CCCC)CCC.N(C(N1CCCCC1)=O)=NC(N1CCCCC1)=O. (7) The reactants are [Cl:1][C:2]1[CH:7]=[C:6](Cl)[N:5]=[C:4]2[N:9]([CH:12]([CH3:14])[CH3:13])[N:10]=[CH:11][C:3]=12.[OH:15][C:16]1[CH:17]=[C:18](B(O)O)[CH:19]=[CH:20][CH:21]=1.C([O-])(O)=O.[Na+].O. The catalyst is O1CCOCC1.O.C1C=CC([P]([Pd]([P](C2C=CC=CC=2)(C2C=CC=CC=2)C2C=CC=CC=2)([P](C2C=CC=CC=2)(C2C=CC=CC=2)C2C=CC=CC=2)[P](C2C=CC=CC=2)(C2C=CC=CC=2)C2C=CC=CC=2)(C2C=CC=CC=2)C2C=CC=CC=2)=CC=1. The product is [Cl:1][C:2]1[CH:7]=[C:6]([C:20]2[CH:21]=[C:16]([OH:15])[CH:17]=[CH:18][CH:19]=2)[N:5]=[C:4]2[N:9]([CH:12]([CH3:14])[CH3:13])[N:10]=[CH:11][C:3]=12. The yield is 0.800. (8) The reactants are [C:1]([O:5][C:6]([N:8]1[C:13]2[CH:14]=[C:15]([Cl:19])[C:16]([Br:18])=[CH:17][C:12]=2[O:11][CH:10]([C:20](O)=[O:21])[CH2:9]1)=[O:7])([CH3:4])([CH3:3])[CH3:2].[F:23][C:24]1[CH:38]=[CH:37][C:27]([CH2:28][C:29]2([C:35]#[N:36])[CH2:34][CH2:33][NH:32][CH2:31][CH2:30]2)=[CH:26][CH:25]=1.CCN=C=NCCCN(C)C.C1C=CC2N(O)N=NC=2C=1.CCN(C(C)C)C(C)C. The catalyst is CN(C=O)C.O. The product is [C:1]([O:5][C:6]([N:8]1[C:13]2[CH:14]=[C:15]([Cl:19])[C:16]([Br:18])=[CH:17][C:12]=2[O:11][CH:10]([C:20]([N:32]2[CH2:33][CH2:34][C:29]([C:35]#[N:36])([CH2:28][C:27]3[CH:26]=[CH:25][C:24]([F:23])=[CH:38][CH:37]=3)[CH2:30][CH2:31]2)=[O:21])[CH2:9]1)=[O:7])([CH3:3])([CH3:2])[CH3:4]. The yield is 0.871. (9) The reactants are [Br:1][C:2]1[CH:3]=[N:4][C:5]([O:11][CH3:12])=[C:6]([CH:10]=1)[C:7]([OH:9])=O.[NH2:13][C:14]1[C:19]([F:20])=[CH:18][CH:17]=[CH:16][C:15]=1[OH:21].CCN(CC)CC.O. The catalyst is C(Cl)Cl.O=S(Cl)Cl. The product is [Br:1][C:2]1[CH:3]=[N:4][C:5]([O:11][CH3:12])=[C:6]([CH:10]=1)[C:7]([NH:13][C:14]1[C:15]([OH:21])=[CH:16][CH:17]=[CH:18][C:19]=1[F:20])=[O:9]. The yield is 0.750.